This data is from Forward reaction prediction with 1.9M reactions from USPTO patents (1976-2016). The task is: Predict the product of the given reaction. (1) Given the reactants [NH2:1][C:2]1[C:7]([Cl:8])=[C:6]([C:9]([O:11]C)=[O:10])[N:5]=[C:4]([C:13]2[CH:14]=[N:15][C:16]([Br:19])=[CH:17][CH:18]=2)[C:3]=1[F:20].[OH-].[Na+].Cl, predict the reaction product. The product is: [NH2:1][C:2]1[C:7]([Cl:8])=[C:6]([C:9]([OH:11])=[O:10])[N:5]=[C:4]([C:13]2[CH:14]=[N:15][C:16]([Br:19])=[CH:17][CH:18]=2)[C:3]=1[F:20]. (2) Given the reactants [CH2:1]([N:3]=[C:4]=[O:5])[CH3:2].[Br:6][C:7]1[CH:8]=[C:9]([NH2:13])[CH:10]=[N:11][CH:12]=1, predict the reaction product. The product is: [Br:6][C:7]1[CH:8]=[C:9]([NH:13][C:4]([NH:3][CH2:1][CH3:2])=[O:5])[CH:10]=[N:11][CH:12]=1. (3) Given the reactants [CH3:1][O:2][C:3]1[CH:38]=[CH:37][C:6]([CH2:7][O:8][C:9]2[C:14]([O:15][CH2:16][C:17]3[CH:22]=[CH:21][C:20]([O:23][CH3:24])=[CH:19][CH:18]=3)=[CH:13][N:12]=[C:11]([CH2:25][N:26]3C(=O)C4C(=CC=CC=4)C3=O)[CH:10]=2)=[CH:5][CH:4]=1.O.NN.CCOCC.C1(=O)C2C(=CC=CC=2)C(=O)NN1, predict the reaction product. The product is: [CH3:1][O:2][C:3]1[CH:4]=[CH:5][C:6]([CH2:7][O:8][C:9]2[C:14]([O:15][CH2:16][C:17]3[CH:22]=[CH:21][C:20]([O:23][CH3:24])=[CH:19][CH:18]=3)=[CH:13][N:12]=[C:11]([CH2:25][NH2:26])[CH:10]=2)=[CH:37][CH:38]=1.